This data is from NCI-60 drug combinations with 297,098 pairs across 59 cell lines. The task is: Regression. Given two drug SMILES strings and cell line genomic features, predict the synergy score measuring deviation from expected non-interaction effect. (1) Drug 1: C(=O)(N)NO. Drug 2: C1=CC=C(C(=C1)C(C2=CC=C(C=C2)Cl)C(Cl)Cl)Cl. Cell line: SN12C. Synergy scores: CSS=-25.8, Synergy_ZIP=30.1, Synergy_Bliss=26.1, Synergy_Loewe=-2.84, Synergy_HSA=-5.23. (2) Drug 1: COC1=NC(=NC2=C1N=CN2C3C(C(C(O3)CO)O)O)N. Drug 2: C(CCl)NC(=O)N(CCCl)N=O. Cell line: A498. Synergy scores: CSS=0.353, Synergy_ZIP=1.25, Synergy_Bliss=0.574, Synergy_Loewe=0.604, Synergy_HSA=-0.854.